From a dataset of Catalyst prediction with 721,799 reactions and 888 catalyst types from USPTO. Predict which catalyst facilitates the given reaction. (1) Reactant: Br[C:2]1[N:3]=[C:4]([NH:10][C:11]2[CH:12]=[N:13][C:14]([N:17]3[CH2:22][CH2:21][N:20]([CH:23]4[CH2:26][O:25][CH2:24]4)[CH2:19][CH2:18]3)=[CH:15][CH:16]=2)[C:5](=[O:9])[N:6]([CH3:8])[CH:7]=1.[C:27]([O:30][CH2:31][C:32]1[C:33]([N:47]2[CH2:59][CH2:58][N:50]3[C:51]4[CH2:52][CH2:53][CH2:54][CH2:55][C:56]=4[CH:57]=[C:49]3[C:48]2=[O:60])=[N:34][CH:35]=[CH:36][C:37]=1B1OC(C)(C)C(C)(C)O1)(=[O:29])[CH3:28].C([O-])(=O)C.[Na+].C(#N)C. Product: [C:27]([O:30][CH2:31][C:32]1[C:33]([N:47]2[CH2:59][CH2:58][N:50]3[C:51]4[CH2:52][CH2:53][CH2:54][CH2:55][C:56]=4[CH:57]=[C:49]3[C:48]2=[O:60])=[N:34][CH:35]=[CH:36][C:37]=1[C:2]1[N:3]=[C:4]([NH:10][C:11]2[CH:12]=[N:13][C:14]([N:17]3[CH2:22][CH2:21][N:20]([CH:23]4[CH2:26][O:25][CH2:24]4)[CH2:19][CH2:18]3)=[CH:15][CH:16]=2)[C:5](=[O:9])[N:6]([CH3:8])[CH:7]=1)(=[O:29])[CH3:28]. The catalyst class is: 263. (2) Reactant: [NH:1]([C:8]([CH3:10])=[O:9])[C@H:2]([C:5]([OH:7])=O)[CH2:3][OH:4].C1C=CC2N(O)N=NC=2C=1.CCN=C=NCCCN(C)C.[Cl:32][C:33]1[CH:34]=[C:35]([CH:40]([NH:43][C:44]([C:46]2[NH:47][CH:48]=[C:49]([C:51]3[C:55]([C:56]4[CH:61]=[CH:60][C:59]([CH2:62][NH2:63])=[C:58]([Cl:64])[CH:57]=4)=[CH:54][NH:53][N:52]=3)[CH:50]=2)=[O:45])[CH2:41][OH:42])[CH:36]=[CH:37][C:38]=1[F:39]. Product: [Cl:32][C:33]1[CH:34]=[C:35]([CH:40]([NH:43][C:44]([C:46]2[NH:47][CH:48]=[C:49]([C:51]3[C:55]([C:56]4[CH:61]=[CH:60][C:59]([CH2:62][NH:63][C:5](=[O:7])[CH:2]([NH:1][C:8](=[O:9])[CH3:10])[CH2:3][OH:4])=[C:58]([Cl:64])[CH:57]=4)=[CH:54][NH:53][N:52]=3)[CH:50]=2)=[O:45])[CH2:41][OH:42])[CH:36]=[CH:37][C:38]=1[F:39]. The catalyst class is: 3. (3) Reactant: [CH3:1][O:2][CH2:3][CH2:4][NH2:5].[CH2:6]=[C:7]1[O:11][C:9](=[O:10])[CH2:8]1. Product: [CH3:1][O:2][CH2:3][CH2:4][NH:5][C:9](=[O:10])[CH2:8][C:7](=[O:11])[CH3:6]. The catalyst class is: 7. (4) Reactant: O=[C:2]([CH2:14][CH2:15][CH:16]=[CH2:17])[CH2:3][CH2:4][CH2:5][NH:6][C:7](=[O:13])[O:8][C:9]([CH3:12])([CH3:11])[CH3:10].[C:18]([O-:21])(=O)[CH3:19].[CH3:22][NH3+:23].[C:24]([N+:28]#[C-])([CH3:27])([CH3:26])[CH3:25].Cl.FC(F)(F)[CH2:33][OH:34]. Product: [C:24]([NH:28][C:33]([C:2]([N:23]([CH3:22])[C:18](=[O:21])[CH3:19])([CH2:14][CH2:15][CH:16]=[CH2:17])[CH2:3][CH2:4][CH2:5][NH:6][C:7](=[O:13])[O:8][C:9]([CH3:12])([CH3:11])[CH3:10])=[O:34])([CH3:25])([CH3:26])[CH3:27]. The catalyst class is: 13. (5) Reactant: [CH2:1]([CH:8]([C:24]([O:26]CC)=[O:25])[C:9]([OH:23])([CH2:15][CH2:16][C:17]1[CH:22]=[CH:21][CH:20]=[CH:19][CH:18]=1)[C:10]([O:12]CC)=[O:11])[C:2]1[CH:7]=[CH:6][CH:5]=[CH:4][CH:3]=1.[OH-].[Li+]. Product: [CH2:1]([CH:8]([C:24]([OH:26])=[O:25])[C:9]([OH:23])([CH2:15][CH2:16][C:17]1[CH:18]=[CH:19][CH:20]=[CH:21][CH:22]=1)[C:10]([OH:12])=[O:11])[C:2]1[CH:7]=[CH:6][CH:5]=[CH:4][CH:3]=1. The catalyst class is: 155. (6) The catalyst class is: 220. Product: [C:17]([CH2:16][C:15]1[N:14]2[C:9]([CH:10]=[CH:11][CH:12]=[CH:13]2)=[CH:8][C:7]=1[CH2:6][CH2:5][C:4]([OH:22])=[O:3])([OH:19])=[O:18]. Reactant: C([O:3][C:4](=[O:22])[CH2:5][CH2:6][C:7]1[CH:8]=[C:9]2[N:14]([C:15]=1[CH2:16][C:17]([O:19]CC)=[O:18])[CH:13]=[CH:12][CH:11]=[CH:10]2)C.CC(C)([O-])C.[K+].Cl. (7) Reactant: [CH3:1][C:2]12[O:11][CH:8]([CH2:9][CH2:10]1)[CH:7]1[CH:3]2[C:4](=[O:13])[CH2:5][C:6]1=O.P(Cl)(Cl)(Cl)(Cl)[Cl:15]. Product: [Cl:15][C:6]1[CH:7]2[CH:3]([C:2]3([CH3:1])[O:11][CH:8]2[CH2:9][CH2:10]3)[C:4](=[O:13])[CH:5]=1. The catalyst class is: 22.